Task: Predict the reactants needed to synthesize the given product.. Dataset: Full USPTO retrosynthesis dataset with 1.9M reactions from patents (1976-2016) Given the product [OH:19][CH2:18][CH2:17][O:16][CH2:15][CH2:14][O:1][C:2]1[CH:3]=[C:4]([C:8](=[O:12])[CH2:9][CH2:10][CH3:11])[CH:5]=[CH:6][CH:7]=1, predict the reactants needed to synthesize it. The reactants are: [OH:1][C:2]1[CH:3]=[C:4]([C:8](=[O:12])[CH2:9][CH2:10][CH3:11])[CH:5]=[CH:6][CH:7]=1.Cl[CH2:14][CH2:15][O:16][CH2:17][CH2:18][OH:19].C([O-])([O-])=O.[K+].[K+].